Dataset: Full USPTO retrosynthesis dataset with 1.9M reactions from patents (1976-2016). Task: Predict the reactants needed to synthesize the given product. (1) Given the product [CH3:1][O:2][C:3](=[O:34])[CH2:4][C@H:5]1[C:9]2[CH:10]=[CH:11][C:12]([O:14][C@H:15]3[C:23]4[C:18](=[C:19]([C:36]5[C:41]([CH3:42])=[CH:40][C:39]([C:43]6[CH:48]=[N:47][C:46]([CH3:49])=[CH:45][CH:44]=6)=[CH:38][C:37]=5[CH3:50])[CH:20]=[CH:21][C:22]=4[F:24])[CH2:17][CH2:16]3)=[CH:13][C:8]=2[O:7][CH2:6]1, predict the reactants needed to synthesize it. The reactants are: [CH3:1][O:2][C:3](=[O:34])[CH2:4][C@H:5]1[C:9]2[CH:10]=[CH:11][C:12]([O:14][C@H:15]3[C:23]4[C:18](=[C:19](B5OC(C)(C)C(C)(C)O5)[CH:20]=[CH:21][C:22]=4[F:24])[CH2:17][CH2:16]3)=[CH:13][C:8]=2[O:7][CH2:6]1.Br[C:36]1[C:41]([CH3:42])=[CH:40][C:39]([C:43]2[CH:44]=[CH:45][C:46]([CH3:49])=[N:47][CH:48]=2)=[CH:38][C:37]=1[CH3:50].BrC1C=CC(F)=C2C=1CC[C@H]2OC1C=CC2[C@H](CC(OC)=O)COC=2C=1. (2) Given the product [CH2:30]([N:3]([CH2:1][CH3:2])[C:4]([CH:6]1[C:18]2[C:17]3[C:12](=[CH:13][CH:14]=[C:15]([F:19])[CH:16]=3)[N:11]([CH2:20][CH2:21][OH:22])[C:10]=2[CH2:9][CH2:8][CH2:7]1)=[O:5])[CH3:31], predict the reactants needed to synthesize it. The reactants are: [CH2:1]([N:3]([CH2:30][CH3:31])[C:4]([CH:6]1[C:18]2[C:17]3[C:12](=[CH:13][CH:14]=[C:15]([F:19])[CH:16]=3)[N:11]([CH2:20][CH2:21][O:22]CC3C=CC=CC=3)[C:10]=2[CH2:9][CH2:8][CH2:7]1)=[O:5])[CH3:2]. (3) Given the product [CH:37]1([NH:40][C:41]([NH:42][C:43]2[CH:48]=[CH:47][C:46]([C:24]3[CH:29]=[CH:28][N:27]=[C:26]([N:30]4[CH2:35][CH2:34][O:33][CH2:32][C@@H:31]4[CH3:36])[N:25]=3)=[CH:45][CH:44]=2)=[O:58])[CH2:39][CH2:38]1, predict the reactants needed to synthesize it. The reactants are: FC1C=C(C2N=C(SC)N=C(N3CCOC[C@@H]3C)C=2)C=NC=1.Cl[C:24]1[CH:29]=[CH:28][N:27]=[C:26]([N:30]2[CH2:35][CH2:34][O:33][CH2:32][C@@H:31]2[CH3:36])[N:25]=1.[CH:37]1([NH:40][C:41](=[O:58])[NH:42][C:43]2[CH:48]=[CH:47][C:46](B3OC(C)(C)C(C)(C)O3)=[CH:45][CH:44]=2)[CH2:39][CH2:38]1. (4) The reactants are: Br[C:2]1[CH:7]=[CH:6][CH:5]=[C:4](Br)[C:3]=1[C:9]1[N:10]([CH2:24][C:25]2[CH:30]=[CH:29][C:28]([C:31]([CH3:34])([CH3:33])[CH3:32])=[CH:27][CH:26]=2)[C:11](=[O:23])[C:12]([C:16]([NH:18][CH2:19][C:20]([OH:22])=[O:21])=[O:17])=[C:13]([OH:15])[N:14]=1.[C:35]1(B(O)O)[CH:40]=[CH:39][CH:38]=[CH:37][CH:36]=1.C(=O)([O-])[O-].[Na+].[Na+].[OH-].[Na+]. Given the product [CH3:34][C:31]([C:28]1[CH:27]=[CH:26][C:25]([CH2:24][N:10]2[C:11](=[O:23])[C:12]([C:16]([NH:18][CH2:19][C:20]([OH:22])=[O:21])=[O:17])=[C:13]([OH:15])[N:14]=[C:9]2[C:3]2[C:2]([C:35]3[CH:40]=[CH:39][CH:38]=[CH:37][CH:36]=3)=[CH:7][CH:6]=[CH:5][C:4]=2[C:2]2[CH:7]=[CH:6][CH:5]=[CH:4][CH:3]=2)=[CH:30][CH:29]=1)([CH3:32])[CH3:33], predict the reactants needed to synthesize it. (5) Given the product [CH2:1]([N:15]1[CH2:20][CH2:19][CH2:18][CH:17]([C:21]([O:23][CH2:24][CH3:25])=[O:22])[CH2:16]1)[C:2]1[CH:7]=[CH:6][CH:5]=[CH:4][CH:3]=1, predict the reactants needed to synthesize it. The reactants are: [CH2:1](Cl)[C:2]1[CH:7]=[CH:6][CH:5]=[CH:4][CH:3]=1.C(=O)([O-])[O-].[K+].[K+].[NH:15]1[CH2:20][CH2:19][CH2:18][CH:17]([C:21]([O:23][CH2:24][CH3:25])=[O:22])[CH2:16]1. (6) Given the product [N:1]1[C:5](=[C:6]2[N:10]=[N:9][N:8]=[N:7]2)[N:4]=[N:3][N:2]=1.[NH4+:15].[NH4+:1].[Cu+2:17], predict the reactants needed to synthesize it. The reactants are: [N:1]1[C:5](=[C:6]2[N:10]=[N:9][N:8]=[N:7]2)[N:4]=[N:3][N:2]=1.C(=O)([O-])[O-].[NH4+:15].[NH4+].[Cu:17]. (7) Given the product [C:46]([C:43]1[N:44]=[CH:45][C:40]([C:2]2[CH:3]=[C:4]3[C:9](=[CH:10][CH:11]=2)[N:8]=[CH:7][C:6]([C:12](=[O:16])[CH:13]([CH3:15])[CH3:14])=[C:5]3[NH:17][C@H:18]2[CH2:23][CH2:22][C@H:21]([NH:24][C:25](=[O:31])[O:26][C:27]([CH3:30])([CH3:29])[CH3:28])[CH2:20][CH2:19]2)=[CH:41][CH:42]=1)#[N:47], predict the reactants needed to synthesize it. The reactants are: Br[C:2]1[CH:3]=[C:4]2[C:9](=[CH:10][CH:11]=1)[N:8]=[CH:7][C:6]([C:12](=[O:16])[CH:13]([CH3:15])[CH3:14])=[C:5]2[NH:17][C@H:18]1[CH2:23][CH2:22][C@H:21]([NH:24][C:25](=[O:31])[O:26][C:27]([CH3:30])([CH3:29])[CH3:28])[CH2:20][CH2:19]1.CC1(C)C(C)(C)OB([C:40]2[CH:41]=[CH:42][C:43]([C:46]#[N:47])=[N:44][CH:45]=2)O1.